This data is from Forward reaction prediction with 1.9M reactions from USPTO patents (1976-2016). The task is: Predict the product of the given reaction. (1) Given the reactants [CH3:1][Mg+].[Br-].CON(C)[C:7]([C:9]1[CH:14]=[CH:13][C:12]([CH2:15][CH2:16][CH2:17][CH3:18])=[CH:11][N:10]=1)=[O:8], predict the reaction product. The product is: [CH2:15]([C:12]1[CH:13]=[CH:14][C:9]([C:7](=[O:8])[CH3:1])=[N:10][CH:11]=1)[CH2:16][CH2:17][CH3:18]. (2) Given the reactants Cl[C:2]1[CH:7]=[CH:6][C:5]([N+:8]([O-:10])=[O:9])=[CH:4][N:3]=1.[CH3:11][C:12]1[C:13]([CH2:18][NH2:19])=[N:14][CH:15]=[CH:16][CH:17]=1.C(N(CC)CC)C.O, predict the reaction product. The product is: [CH3:11][C:12]1[C:13]([CH2:18][NH:19][C:2]2[CH:7]=[CH:6][C:5]([N+:8]([O-:10])=[O:9])=[CH:4][N:3]=2)=[N:14][CH:15]=[CH:16][CH:17]=1. (3) Given the reactants [F:1][C:2]1[CH:7]=[CH:6][CH:5]=[C:4]([CH3:8])[C:3]=1[N+:9]([O-:11])=[O:10].C(O)(C(F)(F)F)=O.OS(O)(=O)=O.C1C(=O)N([Br:31])C(=O)C1.C([O-])(O)=O.[Na+], predict the reaction product. The product is: [Br:31][C:5]1[CH:6]=[CH:7][C:2]([F:1])=[C:3]([N+:9]([O-:11])=[O:10])[C:4]=1[CH3:8]. (4) Given the reactants [CH:1]([N:4]1[CH2:9][CH2:8][N:7]([C:10]2[CH:15]=[N:14][CH:13]=[CH:12][N:11]=2)[CH2:6][CH2:5]1)([CH3:3])[CH3:2].[Br:16]N1C(=O)CCC1=O.C([O-])([O-])=O.[Na+].[Na+], predict the reaction product. The product is: [Br:16][CH:5]1[CH2:6][N:7]([C:10]2[CH:15]=[N:14][CH:13]=[CH:12][N:11]=2)[CH2:8][CH2:9][N:4]1[CH:1]([CH3:3])[CH3:2].